This data is from Reaction yield outcomes from USPTO patents with 853,638 reactions. The task is: Predict the reaction yield, written as a fraction of the theoretical maximum amount of product (1.0 means a 100% yield; for example, 0.34 means a 34% yield). (1) The reactants are ClC(Cl)([O:4][C:5](=[O:11])[O:6]C(Cl)(Cl)Cl)Cl.[CH3:13][C:14]1[N:18]([CH2:19][CH2:20][OH:21])[C:17]([N+:22]([O-:24])=[O:23])=[CH:16][N:15]=1. The catalyst is CN(C1C=CN=CC=1)C.C(Cl)Cl. The product is [CH3:13][C:14]1[N:18]([CH2:19][CH2:20][OH:21])[C:17]([N+:22]([O-:24])=[O:23])=[CH:16][N:15]=1.[C:5](=[O:4])([O-:11])[O-:6]. The yield is 0.500. (2) The reactants are C([O:3][C:4]([C:6]1[S:10][C:9]2[CH:11]=[C:12]([C:15]([C:20]3[CH:25]=[CH:24][C:23]([O:26][CH2:27][C:28](=[O:33])[C:29]([CH3:32])([CH3:31])[CH3:30])=[C:22]([CH3:34])[CH:21]=3)([CH2:18][CH3:19])[CH2:16][CH3:17])[CH:13]=[CH:14][C:8]=2[CH:7]=1)=[O:5])C.[OH-].[Na+]. The catalyst is CO.C1COCC1. The product is [CH3:32][C:29]([CH3:30])([CH3:31])[C:28](=[O:33])[CH2:27][O:26][C:23]1[CH:24]=[CH:25][C:20]([C:15]([C:12]2[CH:13]=[CH:14][C:8]3[CH:7]=[C:6]([C:4]([OH:5])=[O:3])[S:10][C:9]=3[CH:11]=2)([CH2:18][CH3:19])[CH2:16][CH3:17])=[CH:21][C:22]=1[CH3:34]. The yield is 0.990. (3) The reactants are [CH3:1][S:2]([C:5]1[CH:31]=[CH:30][C:8]([CH2:9][O:10][C:11]2[CH:16]=[CH:15][C:14]([C:17]3[CH2:18][CH2:19][N:20]([C:23]([O:25][C:26]([CH3:29])([CH3:28])[CH3:27])=[O:24])[CH2:21][CH:22]=3)=[CH:13][N:12]=2)=[CH:7][CH:6]=1)(=[O:4])=[O:3]. The catalyst is CO.[Pt].[C]. The product is [CH3:1][S:2]([C:5]1[CH:6]=[CH:7][C:8]([CH2:9][O:10][C:11]2[CH:16]=[CH:15][C:14]([CH:17]3[CH2:22][CH2:21][N:20]([C:23]([O:25][C:26]([CH3:27])([CH3:29])[CH3:28])=[O:24])[CH2:19][CH2:18]3)=[CH:13][N:12]=2)=[CH:30][CH:31]=1)(=[O:3])=[O:4]. The yield is 0.510. (4) The reactants are [H-].[Na+].[C:3]([C:7]1[CH:36]=[CH:35][C:10]([C:11]([NH:13][C:14]2[CH:31]=[CH:30][C:29]([N+:32]([O-:34])=[O:33])=[CH:28][C:15]=2[C:16]([NH:18][C:19]2[CH:27]=[C:26]3[C:22]([CH:23]=[N:24][NH:25]3)=[CH:21][CH:20]=2)=[O:17])=[O:12])=[CH:9][CH:8]=1)([CH3:6])([CH3:5])[CH3:4].[C:37](O[C:37]([O:39][C:40]([CH3:43])([CH3:42])[CH3:41])=[O:38])([O:39][C:40]([CH3:43])([CH3:42])[CH3:41])=[O:38]. The catalyst is C1COCC1.C(OCC)(=O)C. The product is [C:37]([N:25]1[C:26]2[C:22](=[CH:21][CH:20]=[C:19]([NH:18][C:16](=[O:17])[C:15]3[CH:28]=[C:29]([N+:32]([O-:34])=[O:33])[CH:30]=[CH:31][C:14]=3[NH:13][C:11](=[O:12])[C:10]3[CH:35]=[CH:36][C:7]([C:3]([CH3:6])([CH3:4])[CH3:5])=[CH:8][CH:9]=3)[CH:27]=2)[CH:23]=[N:24]1)([O:39][C:40]([CH3:43])([CH3:42])[CH3:41])=[O:38]. The yield is 0.810. (5) The reactants are [Br:1][C:2]1[C:3](/[N:9]=[CH:10]/[N:11](C)C)=[N:4][CH:5]=[C:6]([Cl:8])[CH:7]=1.Cl.N[OH:16]. The catalyst is CO. The product is [Br:1][C:2]1[C:3](/[N:9]=[CH:10]/[NH:11][OH:16])=[N:4][CH:5]=[C:6]([Cl:8])[CH:7]=1. The yield is 0.800.